From a dataset of Experimentally validated miRNA-target interactions with 360,000+ pairs, plus equal number of negative samples. Binary Classification. Given a miRNA mature sequence and a target amino acid sequence, predict their likelihood of interaction. (1) The miRNA is mmu-miR-467e-3p with sequence AUAUACAUACACACACCUAUAU. The protein sequence of the target gene is MGIKVQRPRCFFDIAINNQPAGRVVFELFSDVCPKTCENFRCLCTGEKGTGKSTQKPLHYKSCLFHRVVKDFMVQGGDFSEGNGRGGESIYGGFFEDESFAVKHNKEFLLSMANRGKDTNGSQFFITTKPTPHLDGHHVVFGQVISGQEVVREIENQKTDAASKPFAEVRILSCGELIPKSKVKKEEKKRHKSSSSSSSSDSDSSSDSQSSSESSDSESASEEKSRKRKKKHRKNSRKHKKEKKKRKKSKKSPSSESEAENVDAQPQSTVRPEEIPPIPENRFLMRKSPPKADDKERKNR.... Result: 0 (no interaction). (2) The protein sequence of the target gene is MRLLTRRAGHGAATLALRVIHMQRVPVLRLPAILDMERKIPSRESPRRLSAKPGRGTEMKKLARPLGVVAADSDKDSGFSDGSSECLSSAEQMESEDMLSALGCKREDKRRQPSKAADTALPTLPPMVVMKSVLVKQGSSSSQLQSWTVQPSFEVISAQPQLFVLHPPVPSPVSSCQTGEKKSESRNYLPILNSYTKIAPHPGKRGLNSEDRGTSGVSKKLCTERPGPSLSSSEPAKTGRVLSSPSTPAPPSSKLTEDSTLQGVPSLGAGGSPQTLQPVSSSHVAKAPSLTLASPASPVC.... The miRNA is hsa-miR-4667-5p with sequence ACUGGGGAGCAGAAGGAGAACC. Result: 0 (no interaction). (3) The miRNA is mmu-miR-883a-3p with sequence UAACUGCAACAGCUCUCAGUAU. The protein sequence of the target gene is MSISSDEVNFLVYRYLQESGFSHSAFTFGIESHISQSNINGALVPPAALISIIQKGLQYVEAEVSINEDGTLFDGRPIESLSLIDAVMPDVVQTRQQAYRDKLAQQHAAAAAAAAAATNQQGSAKNGENTANGEENGAHTIANNHTDMMEVDGDVEIPSNKAVVLRGHESEVFICAWNPVSDLLASGSGDSTARIWNLSENSTSGPTQLVLRHCIREGGQDVPSNKDVTSLDWNSEGTLLATGSYDGFARIWTKDGNLASTLGQHKGPIFALKWNKKGNFILSAGVDKTTIIWDAHTGEA.... Result: 1 (interaction). (4) The miRNA is hsa-miR-485-3p with sequence GUCAUACACGGCUCUCCUCUCU. The protein sequence of the target gene is MCSRGDANTADAAAARRVTGLRYNMRLLIALALPCLFSLAEANSKAITTSLTTKWFSAPLLLEASEFLAEDSQEKFWSFVEATQNIGSSDHHDTDHSYYDAVLEAAFRFLSPLQQNLLKFCLSLRSYSASIQAFQQIAVDEPPPEGCKSFLSVHGKQTCDLDTLESLLLTAADRPKPLLFKGDHRYPSSNPESPVVILYSEIGHEEFSNIHHQLISKSNEGKINYVFRHYISNPSKEPVYLSGYGVELAIKSTEYKAKDDTQVKGTEVNATVIGESDPIDEVQGFLFGKLRELYPALEGQ.... Result: 0 (no interaction). (5) The miRNA is hsa-miR-4652-5p with sequence AGGGGACUGGUUAAUAGAACUA. The protein sequence of the target gene is MPLVKRNIEPRHLCRGALPEGITSELECVTNSTLAAIIRQLSSLSKHAEDIFGELFNEANNFYIRANSLQDRIDRLAVKVTQLDSTVEEVSLQDINMKKAFKSSTVQDQQVVSKNSIPNPVADIYNQSDKPPPLNILTPYRDDKKDGLKFYTDPSYFFDLWKEKMLQDTEDKRKEKRRQKEQKRIDGTTREVKKVRKARNRRQEWNMMAYDKELRPDNRLSQSVYHGASSEGSLSPDTRSHASDVTDYSYPATPNHSLHPQPVTPSYAAGDVPPHGPASQAAEHEYRPPSASARHMALNR.... Result: 1 (interaction).